This data is from Reaction yield outcomes from USPTO patents with 853,638 reactions. The task is: Predict the reaction yield, written as a fraction of the theoretical maximum amount of product (1.0 means a 100% yield; for example, 0.34 means a 34% yield). (1) The reactants are [CH3:1][N:2]([CH3:32])[C:3]([C:5]1[N:26]([CH:27]2[CH2:31][CH2:30][CH2:29][CH2:28]2)[C:8]2[N:9]=[C:10]([NH:13][C:14]3[N:19]=[CH:18][C:17]([CH:20]4[CH2:25][CH2:24][NH:23][CH2:22][CH2:21]4)=[CH:16][CH:15]=3)[N:11]=[CH:12][C:7]=2[CH:6]=1)=[O:4].Br[CH2:34][CH2:35][OH:36]. No catalyst specified. The product is [CH3:1][N:2]([CH3:32])[C:3]([C:5]1[N:26]([CH:27]2[CH2:31][CH2:30][CH2:29][CH2:28]2)[C:8]2[N:9]=[C:10]([NH:13][C:14]3[N:19]=[CH:18][C:17]([CH:20]4[CH2:25][CH2:24][N:23]([CH2:34][CH2:35][OH:36])[CH2:22][CH2:21]4)=[CH:16][CH:15]=3)[N:11]=[CH:12][C:7]=2[CH:6]=1)=[O:4]. The yield is 0.530. (2) The reactants are [NH2:1][C:2]1[C:7](I)=[CH:6][C:5]([C:9]2[O:13][CH:12]=[N:11][CH:10]=2)=[C:4]([O:14][CH3:15])[CH:3]=1.[C:16]([C:18]1[N:19]=[CH:20][S:21][CH:22]=1)#[CH:17]. The catalyst is C(NCC)C.Cl[Pd](Cl)([P](C1C=CC=CC=1)(C1C=CC=CC=1)C1C=CC=CC=1)[P](C1C=CC=CC=1)(C1C=CC=CC=1)C1C=CC=CC=1. The product is [CH3:15][O:14][C:4]1[CH:3]=[C:2]2[C:7]([CH:17]=[C:16]([C:18]3[N:19]=[CH:20][S:21][CH:22]=3)[NH:1]2)=[CH:6][C:5]=1[C:9]1[O:13][CH:12]=[N:11][CH:10]=1. The yield is 0.200. (3) The reactants are [OH-].[Na+].[NH2:3][CH2:4][CH2:5]CCO.I[C:10]1[CH:15]=[CH:14][CH:13]=[CH:12][C:11]=1[O:16][CH3:17].[CH:18]([OH:21])(C)[CH3:19]. The catalyst is [Cl-].[Na+].O.[Cu]I. The product is [CH2:4]([N:3]([C:10]1[CH:15]=[CH:14][CH:13]=[CH:12][C:11]=1[O:16][CH3:17])[CH2:19][CH2:18][OH:21])[CH3:5]. The yield is 0.720. (4) The reactants are [CH3:1][N:2]1[CH2:7][CH2:6][N:5]([C:8]([O:10][C:11]([CH3:14])([CH3:13])[CH3:12])=[O:9])[CH2:4][CH2:3]1.ClC1[N:21]=[C:20]([Cl:22])[CH:19]=[CH:18][N:17]=1.C1(C)C=CC=CC=1. The catalyst is O. The product is [Cl:22][C:20]1[CH:19]=[CH:18][N:17]=[C:1]([N:2]2[CH2:7][CH2:6][N:5]([C:8]([O:10][C:11]([CH3:14])([CH3:13])[CH3:12])=[O:9])[CH2:4][CH2:3]2)[N:21]=1. The yield is 0.620.